Dataset: Reaction yield outcomes from USPTO patents with 853,638 reactions. Task: Predict the reaction yield, written as a fraction of the theoretical maximum amount of product (1.0 means a 100% yield; for example, 0.34 means a 34% yield). The catalyst is [Pd].C1(P(C2C=CC=CC=2)C2C=CC=CC=2)C=CC=CC=1.C1(P(C2C=CC=CC=2)C2C=CC=CC=2)C=CC=CC=1.C1(P(C2C=CC=CC=2)C2C=CC=CC=2)C=CC=CC=1.C1(P(C2C=CC=CC=2)C2C=CC=CC=2)C=CC=CC=1.C(Cl)Cl.CO. The yield is 0.172. The product is [C:42]([O:41][C:39]([N:35]1[CH2:36][CH2:37][CH2:38][C@H:34]1[CH2:33][O:32][C:31]1[CH:30]=[CH:29][C:28]([C:2]2[C:7]([C:8]([F:11])([F:10])[F:9])=[CH:6][C:5]([NH:12][C:13]3[N:17]=[C:16]([NH2:18])[NH:15][N:14]=3)=[CH:4][C:3]=2[Cl:19])=[CH:47][CH:46]=1)=[O:40])([CH3:45])([CH3:43])[CH3:44]. The reactants are Br[C:2]1[C:7]([C:8]([F:11])([F:10])[F:9])=[CH:6][C:5]([NH:12][C:13]2[N:17]=[C:16]([NH2:18])[NH:15][N:14]=2)=[CH:4][C:3]=1[Cl:19].CC1(C)C(C)(C)OB([C:28]2[CH:47]=[CH:46][C:31]([O:32][CH2:33][C@@H:34]3[CH2:38][CH2:37][CH2:36][N:35]3[C:39]([O:41][C:42]([CH3:45])([CH3:44])[CH3:43])=[O:40])=[CH:30][CH:29]=2)O1.O1CCOCC1.O.C(=O)([O-])[O-].[K+].[K+].